From a dataset of Full USPTO retrosynthesis dataset with 1.9M reactions from patents (1976-2016). Predict the reactants needed to synthesize the given product. (1) The reactants are: [N+](C1C=CC(CNC(N)=O)=CC=1)([O-])=O.[Cl-].[Ca+2].[Cl-].[NH2:18][C:19]1[N:24]([CH2:25][C:26]2[CH:31]=[CH:30][C:29]([N+:32]([O-])=O)=[CH:28][CH:27]=2)[C:23](=[O:35])[N:22]([CH3:36])[C:21](=[O:37])[CH:20]=1.[C:38](OC(=O)C)(=[O:40])[CH3:39]. Given the product [NH2:18][C:19]1[N:24]([CH2:25][C:26]2[CH:31]=[CH:30][C:29]([NH:32][C:38](=[O:40])[CH3:39])=[CH:28][CH:27]=2)[C:23](=[O:35])[N:22]([CH3:36])[C:21](=[O:37])[CH:20]=1, predict the reactants needed to synthesize it. (2) Given the product [Cl:22][C:14]1[CH:13]=[C:12]2[C:17]([C:18](=[O:20])[CH:19]=[C:10]([C:8]([NH:7][CH:4]3[CH2:3][CH2:2][N:1]([CH2:23]/[CH:24]=[CH:25]/[C:26]4[CH:31]=[CH:30][CH:29]=[CH:28][CH:27]=4)[CH2:6][CH2:5]3)=[O:9])[O:11]2)=[CH:16][C:15]=1[F:21], predict the reactants needed to synthesize it. The reactants are: [NH:1]1[CH2:6][CH2:5][CH:4]([NH:7][C:8]([C:10]2[O:11][C:12]3[C:17]([C:18](=[O:20])[CH:19]=2)=[CH:16][C:15]([F:21])=[C:14]([Cl:22])[CH:13]=3)=[O:9])[CH2:3][CH2:2]1.[CH2:23](Cl)[CH:24]=[CH:25][C:26]1[CH:31]=[CH:30][CH:29]=[CH:28][CH:27]=1.C(N(CC)CC)C. (3) Given the product [Cl:23][C:15]1[CH:14]=[C:13]([C:11]2[O:10][N:9]=[C:8]([C:4]3[C:3]([CH2:24][CH3:25])=[C:2]([CH2:50][CH2:51][CH2:52][C:53]([O:55][CH2:56][CH3:57])=[O:54])[CH:7]=[CH:6][CH:5]=3)[N:12]=2)[CH:18]=[N:17][C:16]=1[O:19][CH:20]([CH3:22])[CH3:21], predict the reactants needed to synthesize it. The reactants are: Br[C:2]1[C:3]([CH2:24][CH3:25])=[C:4]([C:8]2[N:12]=[C:11]([C:13]3[CH:14]=[C:15]([Cl:23])[C:16]([O:19][CH:20]([CH3:22])[CH3:21])=[N:17][CH:18]=3)[O:10][N:9]=2)[CH:5]=[CH:6][CH:7]=1.CC1C=CC=CC=1P(C1C=CC=CC=1C)C1C=CC=CC=1C.Br[Zn][CH2:50][CH2:51][CH2:52][C:53]([O:55][CH2:56][CH3:57])=[O:54]. (4) Given the product [F:23][C:2]([F:22])([F:1])[C:3]1[CH:8]=[C:7]([C:9]([F:10])([F:11])[F:12])[CH:6]=[CH:5][C:4]=1[C:13]1[C:18]([Cl:19])=[CH:17][C:16]2[N:20]=[C:3]([C:2]([F:23])([F:22])[F:1])[NH:21][C:15]=2[CH:14]=1, predict the reactants needed to synthesize it. The reactants are: [F:1][C:2]([F:23])([F:22])[C:3]1[CH:8]=[C:7]([C:9]([F:12])([F:11])[F:10])[CH:6]=[CH:5][C:4]=1[C:13]1[CH:14]=[C:15]([NH2:21])[C:16]([NH2:20])=[CH:17][C:18]=1[Cl:19].